Dataset: Forward reaction prediction with 1.9M reactions from USPTO patents (1976-2016). Task: Predict the product of the given reaction. (1) The product is: [CH3:21][N:2]([CH3:1])[C:3]([C:5]1[C:15]([CH2:16][CH2:28][C:27](=[O:35])[C:23]2[S:22][CH:26]=[CH:25][CH:24]=2)=[C:14]([OH:20])[C:8]2[N:9]=[C:10]([CH3:13])[N:11]([CH3:12])[C:7]=2[CH:6]=1)=[O:4]. Given the reactants [CH3:1][N:2]([CH3:21])[C:3]([C:5]1[C:15]([CH2:16]N(C)C)=[C:14]([OH:20])[C:8]2[N:9]=[C:10]([CH3:13])[N:11]([CH3:12])[C:7]=2[CH:6]=1)=[O:4].[S:22]1[CH:26]=[CH:25][CH:24]=[C:23]1[C:27](N1CCCC1)=[CH2:28].C[O:35]CCOC, predict the reaction product. (2) Given the reactants Cl.[NH2:2][NH2:3].C(N(CC)CC)C.FC1C([O:18][C:19](=O)[C:20]2[CH:25]=[CH:24][C:23]([F:26])=[C:22]([F:27])[C:21]=2[NH:28][C:29]2[CH:34]=[CH:33][C:32]([CH2:35][CH3:36])=[CH:31][C:30]=2[F:37])=C(F)C(F)=C(F)C=1F, predict the reaction product. The product is: [CH2:35]([C:32]1[CH:33]=[CH:34][C:29]([NH:28][C:21]2[C:22]([F:27])=[C:23]([F:26])[CH:24]=[CH:25][C:20]=2[C:19]([NH:2][NH2:3])=[O:18])=[C:30]([F:37])[CH:31]=1)[CH3:36].